This data is from Forward reaction prediction with 1.9M reactions from USPTO patents (1976-2016). The task is: Predict the product of the given reaction. (1) Given the reactants Cl.[NH2:2][C:3]1[N:32]=[C:6]2[N:7]([C:22]3[CH:27]=[CH:26][CH:25]=[C:24]([C:28]([F:31])([F:30])[F:29])[CH:23]=3)[C:8]([CH3:21])=[C:9]([C:19]#[N:20])[C@@H:10]([C:11]3[CH:16]=[CH:15][C:14]([C:17]#[N:18])=[CH:13][CH:12]=3)[N:5]2[N:4]=1.[O:33]1[CH2:37][CH2:36][CH:35]([C:38](Cl)=[O:39])[CH2:34]1, predict the reaction product. The product is: [C:19]([C:9]1[C@@H:10]([C:11]2[CH:16]=[CH:15][C:14]([C:17]#[N:18])=[CH:13][CH:12]=2)[N:5]2[N:4]=[C:3]([NH:2][C:38]([CH:35]3[CH2:36][CH2:37][O:33][CH2:34]3)=[O:39])[N:32]=[C:6]2[N:7]([C:22]2[CH:27]=[CH:26][CH:25]=[C:24]([C:28]([F:29])([F:31])[F:30])[CH:23]=2)[C:8]=1[CH3:21])#[N:20]. (2) The product is: [O:16]1[C:20]2[CH:21]=[CH:22][C:23]([C:25]3([C:28]([NH:30][C:31]4[CH:32]=[N:33][C:34]([CH3:38])=[C:35]([C:9]5[CH:10]=[CH:11][C:6]([S:3](=[O:5])(=[O:4])[N:2]([CH3:15])[CH3:1])=[CH:7][CH:8]=5)[CH:36]=4)=[O:29])[CH2:27][CH2:26]3)=[CH:24][C:19]=2[O:18][CH2:17]1. Given the reactants [CH3:1][N:2]([CH3:15])[S:3]([C:6]1[CH:11]=[CH:10][C:9](B(O)O)=[CH:8][CH:7]=1)(=[O:5])=[O:4].[O:16]1[C:20]2[CH:21]=[CH:22][C:23]([C:25]3([C:28]([NH:30][C:31]4[CH:32]=[N:33][C:34]([CH3:38])=[C:35](Br)[CH:36]=4)=[O:29])[CH2:27][CH2:26]3)=[CH:24][C:19]=2[O:18][CH2:17]1.O1C2C=CC(C3(C(NC4C=NC(C)=C(C5C=CC=CC=5)C=4)=O)CC3)=CC=2OC1, predict the reaction product. (3) The product is: [CH2:35]([O:37][C:38](=[O:48])[CH:39]([C:41]1[CH:46]=[CH:45][C:44]([C:21]2[CH:22]=[CH:23][C:18]([C:17]3[O:16][N:15]=[C:14]([CH3:33])[C:13]=3[NH:12][C:11]([O:10][CH:8]([C:3]3[CH:4]=[CH:5][CH:6]=[CH:7][C:2]=3[Cl:1])[CH3:9])=[O:34])=[CH:19][CH:20]=2)=[CH:43][CH:42]=1)[CH3:40])[CH3:36]. Given the reactants [Cl:1][C:2]1[CH:7]=[CH:6][CH:5]=[CH:4][C:3]=1[CH:8]([O:10][C:11](=[O:34])[NH:12][C:13]1[C:14]([CH3:33])=[N:15][O:16][C:17]=1[C:18]1[CH:23]=[CH:22][C:21](B2OC(C)(C)C(C)(C)O2)=[CH:20][CH:19]=1)[CH3:9].[CH2:35]([O:37][C:38](=[O:48])[CH:39]([C:41]1[CH:46]=[CH:45][C:44](Br)=[CH:43][CH:42]=1)[CH3:40])[CH3:36], predict the reaction product. (4) Given the reactants Br[C:2]1[CH:3]=[C:4]([CH:8]=[CH:9][CH:10]=1)[C:5]([OH:7])=[O:6].C([Mg]CCCC)CCC.[CH3:20][CH2:21][CH2:22][CH2:23][CH2:24][CH2:25][CH3:26].C([Li])CCC.CCCCCC.C(=[O:45])C1C=CC=CC=1.Cl, predict the reaction product. The product is: [OH:45][C:21]1([CH:26]=[CH:25][CH:24]=[CH:23][CH2:22]1)[CH2:20][C:2]1[CH:3]=[C:4]([CH:8]=[CH:9][CH:10]=1)[C:5]([OH:7])=[O:6]. (5) Given the reactants [CH3:1][N:2]([CH3:20])[C:3]([C:5]1[N:14]([CH:15]2[CH2:19][CH2:18][CH2:17][CH2:16]2)[C:8]2[N:9]=[C:10](Cl)[N:11]=[CH:12][C:7]=2[CH:6]=1)=[O:4].[C:21]([O:25][C:26]([N:28]1[CH:33]2[CH2:34][CH2:35][CH:29]1[CH2:30][N:31]([C:36]([C:38]1[N:39]=[N:40][C:41]([NH2:44])=[CH:42][CH:43]=1)=[O:37])[CH2:32]2)=[O:27])([CH3:24])([CH3:23])[CH3:22], predict the reaction product. The product is: [C:21]([O:25][C:26]([N:28]1[CH:33]2[CH2:34][CH2:35][CH:29]1[CH2:30][N:31]([C:36]([C:38]1[N:39]=[N:40][C:41]([NH:44][C:10]3[N:11]=[CH:12][C:7]4[CH:6]=[C:5]([C:3](=[O:4])[N:2]([CH3:20])[CH3:1])[N:14]([CH:15]5[CH2:19][CH2:18][CH2:17][CH2:16]5)[C:8]=4[N:9]=3)=[CH:42][CH:43]=1)=[O:37])[CH2:32]2)=[O:27])([CH3:24])([CH3:22])[CH3:23]. (6) Given the reactants O[NH:2]/[CH:3]=[N:4]/[C:5]([C:7]1[N:12]=[CH:11][N:10]=[C:9]([O:13][C:14]2[CH:15]=[C:16]([NH:20][C:21](=[O:27])[O:22][C:23]([CH3:26])([CH3:25])[CH3:24])[CH:17]=[CH:18][CH:19]=2)[CH:8]=1)=[O:6].O1CCOCC1.C(O)(=O)C.C([O-])([O-])=O.[K+].[K+], predict the reaction product. The product is: [O:6]1[C:5]([C:7]2[N:12]=[CH:11][N:10]=[C:9]([O:13][C:14]3[CH:15]=[C:16]([NH:20][C:21](=[O:27])[O:22][C:23]([CH3:26])([CH3:25])[CH3:24])[CH:17]=[CH:18][CH:19]=3)[CH:8]=2)=[N:4][CH:3]=[N:2]1. (7) Given the reactants CC(Cl)=O.[F:5][C:6]1([F:18])[CH2:9][CH:8]([NH:10][C:11](=O)[O:12]C(C)(C)C)[CH2:7]1, predict the reaction product. The product is: [F:5][C:6]1([F:18])[CH2:9][CH:8]([NH:10][CH:11]=[O:12])[CH2:7]1. (8) Given the reactants [CH3:1][C:2]1[CH:10]=[CH:9][C:5]([C:6](Cl)=[O:7])=[CH:4][CH:3]=1.Cl.[NH2:12][CH2:13][C:14]([N:16]1[CH2:21][CH2:20][N:19]([C:22](=[O:33])[C:23]2[CH:28]=[CH:27][CH:26]=[CH:25][C:24]=2[C:29]([F:32])([F:31])[F:30])[CH2:18][CH2:17]1)=[O:15].C(N(CC)CC)C.O, predict the reaction product. The product is: [CH3:1][C:2]1[CH:10]=[CH:9][C:5]([C:6]([NH:12][CH2:13][C:14](=[O:15])[N:16]2[CH2:17][CH2:18][N:19]([C:22](=[O:33])[C:23]3[CH:28]=[CH:27][CH:26]=[CH:25][C:24]=3[C:29]([F:30])([F:32])[F:31])[CH2:20][CH2:21]2)=[O:7])=[CH:4][CH:3]=1. (9) The product is: [CH3:24][O:23][C:21](=[O:22])[CH2:20][N:7]1[C:6]2[CH:10]=[CH:11][CH:12]=[C:13]([CH:14]([CH3:15])[CH3:16])[C:5]=2[O:4][CH:3]([CH2:1][CH3:2])[C:8]1=[O:9]. Given the reactants [CH2:1]([CH:3]1[C:8](=[O:9])[NH:7][C:6]2[CH:10]=[CH:11][CH:12]=[C:13]([CH:14]([CH3:16])[CH3:15])[C:5]=2[O:4]1)[CH3:2].[H-].[Na+].Br[CH2:20][C:21]([O:23][CH3:24])=[O:22].C(O)(=O)CC(CC(O)=O)(C(O)=O)O, predict the reaction product.